This data is from Forward reaction prediction with 1.9M reactions from USPTO patents (1976-2016). The task is: Predict the product of the given reaction. (1) Given the reactants [Cl:1][C:2]1[C:19]([Cl:20])=[CH:18][C:5]2[NH:6][C:7]([C:9]3[CH:17]=[CH:16][C:12]([C:13](Cl)=[O:14])=[CH:11][CH:10]=3)=[N:8][C:4]=2[CH:3]=1.[NH2:21][C:22]1[CH:37]=[CH:36][C:25]([C:26]([NH:28][C:29]2[CH:34]=[CH:33][C:32]([Cl:35])=[CH:31][CH:30]=2)=[O:27])=[C:24]([OH:38])[CH:23]=1.O, predict the reaction product. The product is: [Cl:35][C:32]1[CH:31]=[CH:30][C:29]([NH:28][C:26](=[O:27])[C:25]2[CH:36]=[CH:37][C:22]([NH:21][C:13](=[O:14])[C:12]3[CH:16]=[CH:17][C:9]([C:7]4[NH:6][C:5]5[CH:18]=[C:19]([Cl:20])[C:2]([Cl:1])=[CH:3][C:4]=5[N:8]=4)=[CH:10][CH:11]=3)=[CH:23][C:24]=2[OH:38])=[CH:34][CH:33]=1. (2) Given the reactants [Br:1][C:2]1[CH:9]=[C:8](F)[C:5]([C:6]#[N:7])=[C:4]([F:11])[CH:3]=1.C[Si]([N-][Si](C)(C)C)(C)C.[Na+].[CH:22]1([CH2:27][OH:28])[CH2:26][CH2:25][CH2:24][CH2:23]1.O, predict the reaction product. The product is: [Br:1][C:2]1[CH:3]=[C:4]([F:11])[C:5]([C:6]#[N:7])=[C:8]([O:28][CH2:27][CH:22]2[CH2:26][CH2:25][CH2:24][CH2:23]2)[CH:9]=1. (3) The product is: [Cl:1][C:2]1[CH:3]=[CH:4][C:5]([CH2:6][N:7]2[C:15]3[C:14](=[O:16])[N:13]([CH2:17][CH:18]([OH:44])[CH2:20][OH:19])[C:12](=[O:21])[N:11]([CH3:22])[C:10]=3[N:9]=[C:8]2[O:23][C:24]2[CH:29]=[CH:28][CH:27]=[C:26]([C:39]([F:42])([F:41])[F:40])[CH:25]=2)=[CH:35][CH:36]=1. Given the reactants [Cl:1][C:2]1[CH:36]=[CH:35][C:5]([CH2:6][N:7]2[C:15]3[C:14](=[O:16])[N:13]([CH2:17][CH:18]4[CH2:20][O:19]4)[C:12](=[O:21])[N:11]([CH3:22])[C:10]=3[N:9]=[C:8]2[O:23][C:24]2[CH:29]=[CH:28][CH:27]=[C:26](OC(F)(F)F)[CH:25]=2)=[CH:4][CH:3]=1.C(O)([C:39]([F:42])([F:41])[F:40])=O.[OH2:44], predict the reaction product. (4) Given the reactants Cl[C:2]1[C:3]2[C:10]3[CH2:11][CH2:12][CH:13]([C:15]([NH:17][CH:18]([CH3:20])[CH3:19])=[O:16])[CH2:14][C:9]=3[S:8][C:4]=2[N:5]=[CH:6][N:7]=1.[F:21][C:22]1[CH:30]=[C:29]2[C:25]([CH:26]=[N:27][NH:28]2)=[CH:24][C:23]=1[NH2:31], predict the reaction product. The product is: [F:21][C:22]1[CH:30]=[C:29]2[C:25]([CH:26]=[N:27][NH:28]2)=[CH:24][C:23]=1[NH:31][C:2]1[C:3]2[C:10]3[CH2:11][CH2:12][CH:13]([C:15]([NH:17][CH:18]([CH3:20])[CH3:19])=[O:16])[CH2:14][C:9]=3[S:8][C:4]=2[N:5]=[CH:6][N:7]=1. (5) Given the reactants [CH3:1][N:2]([C:11]1[CH:12]=[CH:13][CH:14]=[C:15]2[C:19]=1[NH:18][C:17]([C:20]1[S:21][C:22]3([CH2:29][CH2:28][NH:27][CH2:26][CH2:25]3)[CH2:23][N:24]=1)=[CH:16]2)[S:3]([C:6]1[S:7][CH:8]=[CH:9][CH:10]=1)(=[O:5])=[O:4].Cl[CH2:31][C:32]([NH2:34])=[O:33].C(=O)([O-])[O-].[K+].[K+].CN(C)C=O, predict the reaction product. The product is: [CH3:1][N:2]([S:3]([C:6]1[S:7][CH:8]=[CH:9][CH:10]=1)(=[O:4])=[O:5])[C:11]1[CH:12]=[CH:13][CH:14]=[C:15]2[C:19]=1[NH:18][C:17]([C:20]1[S:21][C:22]3([CH2:29][CH2:28][N:27]([CH2:31][C:32]([NH2:34])=[O:33])[CH2:26][CH2:25]3)[CH2:23][N:24]=1)=[CH:16]2. (6) Given the reactants [C:1]([O:5][C:6]([N:8]1[CH2:14][CH2:13][CH2:12][N:11]([C:15](=[O:26])[C:16]2[CH:21]=[C:20]([CH:22](Cl)[CH3:23])[CH:19]=[CH:18][C:17]=2[F:25])[CH2:10][CH2:9]1)=[O:7])([CH3:4])([CH3:3])[CH3:2].[OH:27][C:28]1[CH:32]=[CH:31][S:30][C:29]=1[C:33]([NH2:35])=[O:34].C(=O)([O-])[O-].[K+].[K+], predict the reaction product. The product is: [C:1]([O:5][C:6]([N:8]1[CH2:14][CH2:13][CH2:12][N:11]([C:15](=[O:26])[C:16]2[CH:21]=[C:20]([CH:22]([O:27][C:28]3[CH:32]=[CH:31][S:30][C:29]=3[C:33](=[O:34])[NH2:35])[CH3:23])[CH:19]=[CH:18][C:17]=2[F:25])[CH2:10][CH2:9]1)=[O:7])([CH3:4])([CH3:3])[CH3:2]. (7) Given the reactants [CH2:1]([S:3]([OH:6])(=[O:5])=[O:4])[CH3:2].[C:7]([C@H:10]1[O:15][CH2:14][C@H:13]([NH:16][C:17]([C@@H:19]2[NH:33][C:32]3([CH2:38][CH2:37][C:36]([CH3:40])([CH3:39])[CH2:35][CH2:34]3)[C@:21]3([C:29]4[C:24](=[CH:25][C:26]([Cl:30])=[CH:27][CH:28]=4)[NH:23][C:22]3=[O:31])[C@H:20]2[C:41]2[CH:46]=[CH:45][N:44]=[C:43]([Cl:47])[C:42]=2[F:48])=[O:18])[CH2:12][CH2:11]1)(=[O:9])[NH2:8], predict the reaction product. The product is: [OH2:4].[CH2:1]([S:3]([OH:6])(=[O:5])=[O:4])[CH3:2].[C:7]([C@H:10]1[O:15][CH2:14][C@H:13]([NH:16][C:17]([C@@H:19]2[NH:33][C:32]3([CH2:34][CH2:35][C:36]([CH3:40])([CH3:39])[CH2:37][CH2:38]3)[C@:21]3([C:29]4[C:24](=[CH:25][C:26]([Cl:30])=[CH:27][CH:28]=4)[NH:23][C:22]3=[O:31])[C@H:20]2[C:41]2[CH:46]=[CH:45][N:44]=[C:43]([Cl:47])[C:42]=2[F:48])=[O:18])[CH2:12][CH2:11]1)(=[O:9])[NH2:8]. (8) Given the reactants [Cl:1][C:2]1[CH:7]=[CH:6][C:5]([N:8]2[C:12]([CH3:13])=[C:11]([C:14]([NH:16][C:17]3[CH:18]=[N:19][C:20]([N:26]4[CH2:35][CH2:34][C:29]5(OCC[O:30]5)[CH2:28][CH2:27]4)=[C:21]([CH:23]4[CH2:25][CH2:24]4)[CH:22]=3)=[O:15])[CH:10]=[N:9]2)=[CH:4][CH:3]=1.Cl.O.[OH-].[Na+], predict the reaction product. The product is: [Cl:1][C:2]1[CH:7]=[CH:6][C:5]([N:8]2[C:12]([CH3:13])=[C:11]([C:14]([NH:16][C:17]3[CH:18]=[N:19][C:20]([N:26]4[CH2:27][CH2:28][C:29](=[O:30])[CH2:34][CH2:35]4)=[C:21]([CH:23]4[CH2:25][CH2:24]4)[CH:22]=3)=[O:15])[CH:10]=[N:9]2)=[CH:4][CH:3]=1. (9) Given the reactants [NH2:1][C:2]1[C:11]2[C:6](=[CH:7][CH:8]=[CH:9][C:10]=2[O:12][CH2:13][C@@H:14]([NH2:16])[CH3:15])[N:5]=[C:4]([CH3:17])[C:3]=1[C:18]([O:20][CH2:21][CH3:22])=[O:19].[OH:23][CH2:24][CH2:25][CH2:26][O:27][C:28]1[CH:29]=[C:30]([CH:34]=[CH:35][C:36]=1[O:37][CH3:38])[C:31](O)=[O:32], predict the reaction product. The product is: [NH2:1][C:2]1[C:11]2[C:6](=[CH:7][CH:8]=[CH:9][C:10]=2[O:12][CH2:13][C@@H:14]([NH:16][C:31](=[O:32])[C:30]2[CH:34]=[CH:35][C:36]([O:37][CH3:38])=[C:28]([O:27][CH2:26][CH2:25][CH2:24][OH:23])[CH:29]=2)[CH3:15])[N:5]=[C:4]([CH3:17])[C:3]=1[C:18]([O:20][CH2:21][CH3:22])=[O:19]. (10) Given the reactants [O:1]1[CH2:6][CH2:5][N:4]([CH2:7][CH2:8][NH:9][C:10]2[CH:15]=[CH:14][C:13]([NH:16]/[C:17](=[C:24]3\[C:25](=[O:36])[NH:26][C:27]4[C:32]\3=[CH:31][C:30]([N+:33]([O-:35])=[O:34])=[CH:29][CH:28]=4)/[C:18]3[CH:23]=[CH:22][CH:21]=[CH:20][CH:19]=3)=[CH:12][CH:11]=2)[CH2:3][CH2:2]1.[C:37](Cl)(=[O:39])[CH3:38], predict the reaction product. The product is: [O:1]1[CH2:6][CH2:5][N:4]([CH2:7][CH2:8][N:9]([C:10]2[CH:11]=[CH:12][C:13]([NH:16]/[C:17](=[C:24]3\[C:25](=[O:36])[NH:26][C:27]4[C:32]\3=[CH:31][C:30]([N+:33]([O-:35])=[O:34])=[CH:29][CH:28]=4)/[C:18]3[CH:19]=[CH:20][CH:21]=[CH:22][CH:23]=3)=[CH:14][CH:15]=2)[C:37](=[O:39])[CH3:38])[CH2:3][CH2:2]1.